This data is from Peptide-MHC class I binding affinity with 185,985 pairs from IEDB/IMGT. The task is: Regression. Given a peptide amino acid sequence and an MHC pseudo amino acid sequence, predict their binding affinity value. This is MHC class I binding data. The peptide sequence is GFPSLESSF. The MHC is HLA-A68:02 with pseudo-sequence HLA-A68:02. The binding affinity (normalized) is 0.0847.